Dataset: Full USPTO retrosynthesis dataset with 1.9M reactions from patents (1976-2016). Task: Predict the reactants needed to synthesize the given product. (1) Given the product [Cl:1][C:2]1[CH:7]=[C:6]([Cl:8])[C:5]([O:9][CH3:10])=[CH:4][C:3]=1[NH:11][C:12]1[C:17]([C:18]#[N:19])=[CH:16][N:15]=[C:14]2[CH:20]=[C:21]([C:23]3[CH:27]=[C:26]([CH:28]=[O:29])[S:25][CH:24]=3)[S:22][C:13]=12, predict the reactants needed to synthesize it. The reactants are: [Cl:1][C:2]1[CH:7]=[C:6]([Cl:8])[C:5]([O:9][CH3:10])=[CH:4][C:3]=1[NH:11][C:12]1[C:17]([C:18]#[N:19])=[CH:16][N:15]=[C:14]2[CH:20]=[C:21]([C:23]3[CH:27]=[C:26]([CH:28]4OCC[O:29]4)[S:25][CH:24]=3)[S:22][C:13]=12.Cl.C(=O)(O)[O-].[Na+]. (2) Given the product [CH2:5]([Cl:9])/[CH:6]=[CH:7]\[OH:8].[CH2:1]([NH2:4])[CH2:2][NH2:3], predict the reactants needed to synthesize it. The reactants are: [CH2:1]([NH2:4])[CH2:2][NH2:3].[CH2:5]([Cl:9])/[CH:6]=[CH:7]\[OH:8].